The task is: Predict which catalyst facilitates the given reaction.. This data is from Catalyst prediction with 721,799 reactions and 888 catalyst types from USPTO. (1) Reactant: [O:1]1[CH2:6][CH2:5][N:4]([CH2:7][CH2:8][NH2:9])[CH2:3][CH2:2]1.C(P1(=O)OP(CCC)(=O)OP(CCC)(=O)O1)CC.[NH2:28][C:29]1[CH:30]=[C:31]([CH:35]=[C:36]([Br:38])[CH:37]=1)[C:32](O)=[O:33]. Product: [NH2:28][C:29]1[CH:30]=[C:31]([CH:35]=[C:36]([Br:38])[CH:37]=1)[C:32]([NH:9][CH2:8][CH2:7][N:4]1[CH2:5][CH2:6][O:1][CH2:2][CH2:3]1)=[O:33]. The catalyst class is: 2. (2) Reactant: [Cl:1][C:2]1[CH:3]=[C:4]([NH:9][C:10]2[C:19]3[C:14](=[CH:15][CH:16]=[C:17]([NH:20][CH2:21][C:22]4[N:23]([CH2:27][C:28]([O:30]C)=[O:29])[CH:24]=[CH:25][N:26]=4)[CH:18]=3)[N:13]=[CH:12][C:11]=2[C:32]#[N:33])[CH:5]=[CH:6][C:7]=1[F:8].[OH-].[Li+]. Product: [Cl:1][C:2]1[CH:3]=[C:4]([NH:9][C:10]2[C:19]3[C:14](=[CH:15][CH:16]=[C:17]([NH:20][CH2:21][C:22]4[N:23]([CH2:27][C:28]([OH:30])=[O:29])[CH:24]=[CH:25][N:26]=4)[CH:18]=3)[N:13]=[CH:12][C:11]=2[C:32]#[N:33])[CH:5]=[CH:6][C:7]=1[F:8]. The catalyst class is: 83. (3) Reactant: C(OC([N:8]1[CH2:13][CH2:12][CH:11]([NH:14][C:15]2[N:32]=[C:18]3[C:19]([C:23]4[CH:28]=[CH:27][C:26]([F:29])=[C:25]([F:30])[C:24]=4[F:31])=[CH:20][CH:21]=[CH:22][N:17]3[N:16]=2)[C:10]([F:34])([F:33])[CH2:9]1)=O)(C)(C)C.C(O)(C(F)(F)F)=O. Product: [F:34][C:10]1([F:33])[CH:11]([NH:14][C:15]2[N:32]=[C:18]3[C:19]([C:23]4[CH:28]=[CH:27][C:26]([F:29])=[C:25]([F:30])[C:24]=4[F:31])=[CH:20][CH:21]=[CH:22][N:17]3[N:16]=2)[CH2:12][CH2:13][NH:8][CH2:9]1. The catalyst class is: 2. (4) Reactant: [In].[Cl-].[Li+].I[C:5]1[CH:25]=[CH:24][CH:23]=[CH:22][C:6]=1[CH2:7][O:8][N:9]([C:15]([O:17][C:18]([CH3:21])([CH3:20])[CH3:19])=[O:16])[CH2:10][C:11]([CH2:13]Cl)=[CH2:12]. Product: [CH2:12]=[C:11]1[CH2:13][C:5]2[CH:25]=[CH:24][CH:23]=[CH:22][C:6]=2[CH2:7][O:8][N:9]([C:15]([O:17][C:18]([CH3:21])([CH3:20])[CH3:19])=[O:16])[CH2:10]1. The catalyst class is: 128. (5) The catalyst class is: 6. Reactant: C(=O)([O-])O.[Na+].[C:6]([OH:10])(=[O:9])[CH2:7][OH:8].CN(C)C=O.[CH3:16][O:17][C:18]1[CH:25]=[CH:24][C:21]([CH2:22]Cl)=[CH:20][CH:19]=1. Product: [C:6]([O:10][CH2:22][C:21]1[CH:24]=[CH:25][C:18]([O:17][CH3:16])=[CH:19][CH:20]=1)(=[O:9])[CH2:7][OH:8]. (6) Product: [OH:13][CH2:2][C:3]([C:5]1[CH:12]=[CH:11][C:8]([C:9]#[N:10])=[CH:7][CH:6]=1)=[O:4]. Reactant: Br[CH2:2][C:3]([C:5]1[CH:12]=[CH:11][C:8]([C:9]#[N:10])=[CH:7][CH:6]=1)=[O:4].[OH2:13]. The catalyst class is: 10. (7) Reactant: [CH:1]([C:4]1[CH:5]=[C:6]([NH:10][C:11]([C:13]2[CH:14]=[C:15]([N:19]3[CH2:28][C:27]4[CH:26]=[N:25][CH:24]=[C:23]([C:29](O)=[O:30])[C:22]=4[CH2:21][CH2:20]3)[CH:16]=[CH:17][CH:18]=2)=[O:12])[CH:7]=[CH:8][CH:9]=1)([CH3:3])[CH3:2].C(N(CC)CC)C.CCCP(=O)=O.[O:45]1[CH2:50][CH2:49][N:48]([CH2:51][CH2:52][CH2:53][NH2:54])[CH2:47][CH2:46]1. Product: [CH:1]([C:4]1[CH:5]=[C:6]([NH:10][C:11]([C:13]2[CH:14]=[C:15]([N:19]3[CH2:28][C:27]4[CH:26]=[N:25][CH:24]=[C:23]([C:29]([NH:54][CH2:53][CH2:52][CH2:51][N:48]5[CH2:49][CH2:50][O:45][CH2:46][CH2:47]5)=[O:30])[C:22]=4[CH2:21][CH2:20]3)[CH:16]=[CH:17][CH:18]=2)=[O:12])[CH:7]=[CH:8][CH:9]=1)([CH3:3])[CH3:2]. The catalyst class is: 864. (8) Reactant: [C:1]([N:5]1[C:9]([C:10]2[CH:15]=[CH:14][C:13]([O:16][CH3:17])=[CH:12][CH:11]=2)=[C:8]([C:18]([O:20]CC)=[O:19])[CH:7]=[N:6]1)([CH3:4])([CH3:3])[CH3:2].[OH-].[Na+]. Product: [C:1]([N:5]1[C:9]([C:10]2[CH:15]=[CH:14][C:13]([O:16][CH3:17])=[CH:12][CH:11]=2)=[C:8]([C:18]([OH:20])=[O:19])[CH:7]=[N:6]1)([CH3:4])([CH3:2])[CH3:3]. The catalyst class is: 219. (9) Reactant: C1(C)C=CC=CC=1.C(=O)([O-])O.[Na+].I[C:14]1[C:19]([O:20][C:21]2[C:30]3[C:25](=[CH:26][C:27]([O:33][CH3:34])=[C:28]([O:31][CH3:32])[CH:29]=3)[N:24]=[CH:23][CH:22]=2)=[CH:18][CH:17]=[C:16]([CH3:35])[N:15]=1.[OH:36][C:37]1[CH:42]=[CH:41][CH:40]=[CH:39][C:38]=1B(O)O. Product: [CH3:32][O:31][C:28]1[CH:29]=[C:30]2[C:25](=[CH:26][C:27]=1[O:33][CH3:34])[N:24]=[CH:23][CH:22]=[C:21]2[O:20][C:19]1[C:14]([C:38]2[CH:39]=[CH:40][CH:41]=[CH:42][C:37]=2[OH:36])=[N:15][C:16]([CH3:35])=[CH:17][CH:18]=1. The catalyst class is: 6.